From a dataset of NCI-60 drug combinations with 297,098 pairs across 59 cell lines. Regression. Given two drug SMILES strings and cell line genomic features, predict the synergy score measuring deviation from expected non-interaction effect. (1) Drug 1: COC1=C(C=C2C(=C1)N=CN=C2NC3=CC(=C(C=C3)F)Cl)OCCCN4CCOCC4. Drug 2: C1=NC2=C(N1)C(=S)N=C(N2)N. Cell line: SK-MEL-5. Synergy scores: CSS=49.6, Synergy_ZIP=-3.81, Synergy_Bliss=-0.228, Synergy_Loewe=-19.7, Synergy_HSA=2.97. (2) Drug 1: CC1C(C(CC(O1)OC2CC(CC3=C2C(=C4C(=C3O)C(=O)C5=C(C4=O)C(=CC=C5)OC)O)(C(=O)C)O)N)O.Cl. Drug 2: CC1=CC=C(C=C1)C2=CC(=NN2C3=CC=C(C=C3)S(=O)(=O)N)C(F)(F)F. Cell line: OVCAR-5. Synergy scores: CSS=20.2, Synergy_ZIP=-4.36, Synergy_Bliss=2.54, Synergy_Loewe=-13.3, Synergy_HSA=0.884. (3) Drug 1: CC1=C(C=C(C=C1)NC2=NC=CC(=N2)N(C)C3=CC4=NN(C(=C4C=C3)C)C)S(=O)(=O)N.Cl. Drug 2: CC1=C(C(=O)C2=C(C1=O)N3CC4C(C3(C2COC(=O)N)OC)N4)N. Cell line: RXF 393. Synergy scores: CSS=9.86, Synergy_ZIP=6.65, Synergy_Bliss=11.4, Synergy_Loewe=8.11, Synergy_HSA=8.63. (4) Drug 1: C1CC(C1)(C(=O)O)C(=O)O.[NH2-].[NH2-].[Pt+2]. Drug 2: C(CN)CNCCSP(=O)(O)O. Cell line: A549. Synergy scores: CSS=30.2, Synergy_ZIP=-4.84, Synergy_Bliss=0.441, Synergy_Loewe=-19.9, Synergy_HSA=1.99. (5) Drug 1: C1=CC(=C2C(=C1NCCNCCO)C(=O)C3=C(C=CC(=C3C2=O)O)O)NCCNCCO. Drug 2: CC(CN1CC(=O)NC(=O)C1)N2CC(=O)NC(=O)C2. Cell line: NCI/ADR-RES. Synergy scores: CSS=12.3, Synergy_ZIP=-1.41, Synergy_Bliss=4.63, Synergy_Loewe=2.35, Synergy_HSA=4.71. (6) Drug 1: CC(CN1CC(=O)NC(=O)C1)N2CC(=O)NC(=O)C2. Drug 2: CCN(CC)CCNC(=O)C1=C(NC(=C1C)C=C2C3=C(C=CC(=C3)F)NC2=O)C. Cell line: T-47D. Synergy scores: CSS=3.01, Synergy_ZIP=-0.693, Synergy_Bliss=-0.512, Synergy_Loewe=-2.42, Synergy_HSA=-2.49. (7) Drug 1: CCC1=C2CN3C(=CC4=C(C3=O)COC(=O)C4(CC)O)C2=NC5=C1C=C(C=C5)O. Drug 2: C1CC(=O)NC(=O)C1N2C(=O)C3=CC=CC=C3C2=O. Cell line: MDA-MB-435. Synergy scores: CSS=25.7, Synergy_ZIP=-4.31, Synergy_Bliss=-0.00536, Synergy_Loewe=-86.1, Synergy_HSA=-1.70. (8) Drug 1: CC1=C(N=C(N=C1N)C(CC(=O)N)NCC(C(=O)N)N)C(=O)NC(C(C2=CN=CN2)OC3C(C(C(C(O3)CO)O)O)OC4C(C(C(C(O4)CO)O)OC(=O)N)O)C(=O)NC(C)C(C(C)C(=O)NC(C(C)O)C(=O)NCCC5=NC(=CS5)C6=NC(=CS6)C(=O)NCCC[S+](C)C)O. Drug 2: CC(C)CN1C=NC2=C1C3=CC=CC=C3N=C2N. Cell line: NCI-H322M. Synergy scores: CSS=-0.953, Synergy_ZIP=0.272, Synergy_Bliss=-0.797, Synergy_Loewe=-0.752, Synergy_HSA=-2.16. (9) Drug 1: CNC(=O)C1=CC=CC=C1SC2=CC3=C(C=C2)C(=NN3)C=CC4=CC=CC=N4. Drug 2: CN(CC1=CN=C2C(=N1)C(=NC(=N2)N)N)C3=CC=C(C=C3)C(=O)NC(CCC(=O)O)C(=O)O. Cell line: A498. Synergy scores: CSS=18.0, Synergy_ZIP=-13.0, Synergy_Bliss=-4.80, Synergy_Loewe=-18.0, Synergy_HSA=-3.28. (10) Drug 1: CN(C(=O)NC(C=O)C(C(C(CO)O)O)O)N=O. Drug 2: CCC1(C2=C(COC1=O)C(=O)N3CC4=CC5=C(C=CC(=C5CN(C)C)O)N=C4C3=C2)O.Cl. Cell line: HS 578T. Synergy scores: CSS=-11.8, Synergy_ZIP=6.86, Synergy_Bliss=-5.99, Synergy_Loewe=-0.375, Synergy_HSA=-24.9.